Dataset: Peptide-MHC class I binding affinity with 185,985 pairs from IEDB/IMGT. Task: Regression. Given a peptide amino acid sequence and an MHC pseudo amino acid sequence, predict their binding affinity value. This is MHC class I binding data. (1) The peptide sequence is SLNPYYQSY. The MHC is HLA-A02:01 with pseudo-sequence HLA-A02:01. The binding affinity (normalized) is 0.0847. (2) The peptide sequence is RRGWEVLKY. The MHC is HLA-B40:01 with pseudo-sequence HLA-B40:01. The binding affinity (normalized) is 0. (3) The peptide sequence is IPLKIVRFF. The MHC is H-2-Kd with pseudo-sequence H-2-Kd. The binding affinity (normalized) is 0.0187. (4) The peptide sequence is LIVNSVLLFL. The MHC is HLA-A02:06 with pseudo-sequence HLA-A02:06. The binding affinity (normalized) is 0.780. (5) The binding affinity (normalized) is 0.0847. The peptide sequence is ITRKEAEQF. The MHC is HLA-B18:01 with pseudo-sequence HLA-B18:01. (6) The peptide sequence is AAGLQDCT. The MHC is HLA-A02:01 with pseudo-sequence HLA-A02:01. The binding affinity (normalized) is 0.